This data is from NCI-60 drug combinations with 297,098 pairs across 59 cell lines. The task is: Regression. Given two drug SMILES strings and cell line genomic features, predict the synergy score measuring deviation from expected non-interaction effect. (1) Drug 1: CC12CCC3C(C1CCC2=O)CC(=C)C4=CC(=O)C=CC34C. Drug 2: C(CCl)NC(=O)N(CCCl)N=O. Cell line: NCI-H522. Synergy scores: CSS=32.8, Synergy_ZIP=2.19, Synergy_Bliss=6.03, Synergy_Loewe=-2.02, Synergy_HSA=5.06. (2) Drug 1: COC1=CC(=CC(=C1O)OC)C2C3C(COC3=O)C(C4=CC5=C(C=C24)OCO5)OC6C(C(C7C(O6)COC(O7)C8=CC=CS8)O)O. Drug 2: CS(=O)(=O)CCNCC1=CC=C(O1)C2=CC3=C(C=C2)N=CN=C3NC4=CC(=C(C=C4)OCC5=CC(=CC=C5)F)Cl. Cell line: EKVX. Synergy scores: CSS=34.8, Synergy_ZIP=0.161, Synergy_Bliss=8.95, Synergy_Loewe=2.56, Synergy_HSA=10.4. (3) Drug 1: C1=C(C(=O)NC(=O)N1)N(CCCl)CCCl. Drug 2: CCN(CC)CCNC(=O)C1=C(NC(=C1C)C=C2C3=C(C=CC(=C3)F)NC2=O)C. Cell line: NCI/ADR-RES. Synergy scores: CSS=22.8, Synergy_ZIP=0.621, Synergy_Bliss=6.75, Synergy_Loewe=4.67, Synergy_HSA=5.34. (4) Drug 1: C1C(C(OC1N2C=C(C(=O)NC2=O)F)CO)O. Drug 2: C1C(C(OC1N2C=NC(=NC2=O)N)CO)O. Cell line: A549. Synergy scores: CSS=42.7, Synergy_ZIP=0.462, Synergy_Bliss=1.30, Synergy_Loewe=-20.1, Synergy_HSA=0.445. (5) Drug 1: CN1CCC(CC1)COC2=C(C=C3C(=C2)N=CN=C3NC4=C(C=C(C=C4)Br)F)OC. Drug 2: CC1CCCC2(C(O2)CC(NC(=O)CC(C(C(=O)C(C1O)C)(C)C)O)C(=CC3=CSC(=N3)C)C)C. Cell line: SW-620. Synergy scores: CSS=21.3, Synergy_ZIP=4.19, Synergy_Bliss=9.91, Synergy_Loewe=6.64, Synergy_HSA=8.06. (6) Drug 1: CC1=C(C=C(C=C1)C(=O)NC2=CC(=CC(=C2)C(F)(F)F)N3C=C(N=C3)C)NC4=NC=CC(=N4)C5=CN=CC=C5. Drug 2: CN(CCCl)CCCl.Cl. Cell line: SF-539. Synergy scores: CSS=20.9, Synergy_ZIP=-9.98, Synergy_Bliss=-0.420, Synergy_Loewe=-4.65, Synergy_HSA=1.23. (7) Drug 1: CCN(CC)CCNC(=O)C1=C(NC(=C1C)C=C2C3=C(C=CC(=C3)F)NC2=O)C. Drug 2: CC(C)NC(=O)C1=CC=C(C=C1)CNNC.Cl. Cell line: OVCAR3. Synergy scores: CSS=-11.4, Synergy_ZIP=2.54, Synergy_Bliss=-3.55, Synergy_Loewe=-11.9, Synergy_HSA=-11.8. (8) Drug 1: C1C(C(OC1N2C=C(C(=O)NC2=O)F)CO)O. Drug 2: CC1=C(N=C(N=C1N)C(CC(=O)N)NCC(C(=O)N)N)C(=O)NC(C(C2=CN=CN2)OC3C(C(C(C(O3)CO)O)O)OC4C(C(C(C(O4)CO)O)OC(=O)N)O)C(=O)NC(C)C(C(C)C(=O)NC(C(C)O)C(=O)NCCC5=NC(=CS5)C6=NC(=CS6)C(=O)NCCC[S+](C)C)O. Cell line: SK-MEL-28. Synergy scores: CSS=11.7, Synergy_ZIP=-6.19, Synergy_Bliss=0.607, Synergy_Loewe=-11.5, Synergy_HSA=-0.0446. (9) Drug 1: CC1C(C(CC(O1)OC2CC(CC3=C2C(=C4C(=C3O)C(=O)C5=C(C4=O)C(=CC=C5)OC)O)(C(=O)C)O)N)O.Cl. Drug 2: COCCOC1=C(C=C2C(=C1)C(=NC=N2)NC3=CC=CC(=C3)C#C)OCCOC.Cl. Cell line: RPMI-8226. Synergy scores: CSS=29.1, Synergy_ZIP=6.47, Synergy_Bliss=8.04, Synergy_Loewe=-30.8, Synergy_HSA=6.93.